Regression. Given two drug SMILES strings and cell line genomic features, predict the synergy score measuring deviation from expected non-interaction effect. From a dataset of NCI-60 drug combinations with 297,098 pairs across 59 cell lines. (1) Drug 1: CC1CCC2CC(C(=CC=CC=CC(CC(C(=O)C(C(C(=CC(C(=O)CC(OC(=O)C3CCCCN3C(=O)C(=O)C1(O2)O)C(C)CC4CCC(C(C4)OC)OCCO)C)C)O)OC)C)C)C)OC. Drug 2: C1CN(P(=O)(OC1)NCCCl)CCCl. Cell line: NCI-H460. Synergy scores: CSS=6.37, Synergy_ZIP=0.297, Synergy_Bliss=4.59, Synergy_Loewe=-3.66, Synergy_HSA=1.68. (2) Drug 1: CC1=C(C=C(C=C1)C(=O)NC2=CC(=CC(=C2)C(F)(F)F)N3C=C(N=C3)C)NC4=NC=CC(=N4)C5=CN=CC=C5. Drug 2: CC(C)(C#N)C1=CC(=CC(=C1)CN2C=NC=N2)C(C)(C)C#N. Cell line: SK-OV-3. Synergy scores: CSS=-6.46, Synergy_ZIP=2.17, Synergy_Bliss=-0.714, Synergy_Loewe=-5.56, Synergy_HSA=-6.11. (3) Drug 1: CC1=C(C=C(C=C1)C(=O)NC2=CC(=CC(=C2)C(F)(F)F)N3C=C(N=C3)C)NC4=NC=CC(=N4)C5=CN=CC=C5. Drug 2: CC1=C(N=C(N=C1N)C(CC(=O)N)NCC(C(=O)N)N)C(=O)NC(C(C2=CN=CN2)OC3C(C(C(C(O3)CO)O)O)OC4C(C(C(C(O4)CO)O)OC(=O)N)O)C(=O)NC(C)C(C(C)C(=O)NC(C(C)O)C(=O)NCCC5=NC(=CS5)C6=NC(=CS6)C(=O)NCCC[S+](C)C)O. Cell line: NCI-H460. Synergy scores: CSS=32.8, Synergy_ZIP=-0.571, Synergy_Bliss=-1.04, Synergy_Loewe=-14.0, Synergy_HSA=1.29. (4) Drug 1: C1C(C(OC1N2C=NC3=C2NC=NCC3O)CO)O. Drug 2: CC1C(C(CC(O1)OC2CC(CC3=C2C(=C4C(=C3O)C(=O)C5=C(C4=O)C(=CC=C5)OC)O)(C(=O)CO)O)N)O.Cl. Cell line: NCIH23. Synergy scores: CSS=44.6, Synergy_ZIP=1.55, Synergy_Bliss=1.13, Synergy_Loewe=-33.2, Synergy_HSA=-0.0141.